Dataset: NCI-60 drug combinations with 297,098 pairs across 59 cell lines. Task: Regression. Given two drug SMILES strings and cell line genomic features, predict the synergy score measuring deviation from expected non-interaction effect. (1) Drug 1: C1CC(=O)NC(=O)C1N2CC3=C(C2=O)C=CC=C3N. Drug 2: COC1=C(C=C2C(=C1)N=CN=C2NC3=CC(=C(C=C3)F)Cl)OCCCN4CCOCC4. Cell line: BT-549. Synergy scores: CSS=24.5, Synergy_ZIP=-0.691, Synergy_Bliss=2.15, Synergy_Loewe=-2.05, Synergy_HSA=4.88. (2) Drug 1: C1CCN(CC1)CCOC2=CC=C(C=C2)C(=O)C3=C(SC4=C3C=CC(=C4)O)C5=CC=C(C=C5)O. Drug 2: CCC1=CC2CC(C3=C(CN(C2)C1)C4=CC=CC=C4N3)(C5=C(C=C6C(=C5)C78CCN9C7C(C=CC9)(C(C(C8N6C)(C(=O)OC)O)OC(=O)C)CC)OC)C(=O)OC.C(C(C(=O)O)O)(C(=O)O)O. Cell line: SF-268. Synergy scores: CSS=63.0, Synergy_ZIP=12.6, Synergy_Bliss=12.6, Synergy_Loewe=10.4, Synergy_HSA=16.1.